From a dataset of Catalyst prediction with 721,799 reactions and 888 catalyst types from USPTO. Predict which catalyst facilitates the given reaction. (1) Reactant: [CH3:1][S:2][C:3](SC)=[N:4][C:5]#[N:6].[CH2:9]([NH2:11])[CH3:10]. The catalyst class is: 5. Product: [CH2:9]([NH:11][C:3](=[N:4][C:5]#[N:6])[S:2][CH3:1])[CH3:10]. (2) Reactant: [Cl:1][C:2]1[CH:10]=[C:9]2[C:5]([CH:6]=[CH:7][NH:8]2)=[CH:4][CH:3]=1.[F:11][C:12]([F:23])([F:22])[C:13](O[C:13](=[O:14])[C:12]([F:23])([F:22])[F:11])=[O:14]. Product: [Cl:1][C:2]1[CH:10]=[C:9]2[C:5]([C:6]([C:13](=[O:14])[C:12]([F:23])([F:22])[F:11])=[CH:7][NH:8]2)=[CH:4][CH:3]=1. The catalyst class is: 3. (3) Reactant: Cl[C:2]1[N:3]=[C:4]([N:22]2[CH2:27][CH2:26][O:25][CH2:24][CH2:23]2)[C:5]2[N:10]=[C:9]([CH2:11][N:12]3[CH2:15][CH:14]([CH:16]4[CH2:21][CH2:20][O:19][CH2:18][CH2:17]4)[CH2:13]3)[S:8][C:6]=2[N:7]=1.[CH:28]([C:31]1[NH:35][C:34]2[CH:36]=[CH:37][CH:38]=[CH:39][C:33]=2[N:32]=1)([CH3:30])[CH3:29].CC(C1C=C(C(C)C)C(C2C=CC=CC=2P(C2CCCCC2)C2CCCCC2)=C(C(C)C)C=1)C.C([O-])([O-])=O.[Cs+].[Cs+]. Product: [CH:28]([C:31]1[N:32]([C:2]2[N:3]=[C:4]([N:22]3[CH2:23][CH2:24][O:25][CH2:26][CH2:27]3)[C:5]3[N:10]=[C:9]([CH2:11][N:12]4[CH2:13][CH:14]([CH:16]5[CH2:21][CH2:20][O:19][CH2:18][CH2:17]5)[CH2:15]4)[S:8][C:6]=3[N:7]=2)[C:33]2[CH:39]=[CH:38][CH:37]=[CH:36][C:34]=2[N:35]=1)([CH3:30])[CH3:29]. The catalyst class is: 62. (4) Reactant: [CH2:1]([S:3][C:4]1[CH:9]=[CH:8][CH:7]=[CH:6][C:5]=1[C:10]1[N:19]([CH3:20])[C:13]2=[N:14][CH:15]=[C:16]([SH:18])[CH:17]=[C:12]2[N:11]=1)[CH3:2].I[CH3:22].[OH-].[K+].[Cl-].[NH4+]. Product: [CH2:1]([S:3][C:4]1[CH:9]=[CH:8][CH:7]=[CH:6][C:5]=1[C:10]1[N:19]([CH3:20])[C:13]2=[N:14][CH:15]=[C:16]([S:18][CH3:22])[CH:17]=[C:12]2[N:11]=1)[CH3:2]. The catalyst class is: 8. (5) Reactant: [Br:1][C:2]1[CH:9]=[CH:8][C:5]([CH:6]=O)=[CH:4][CH:3]=1.[N+:10]([CH3:13])([O-:12])=[O:11].C([O-])(=O)C.[NH4+].C(O)(=O)C. The catalyst class is: 6. Product: [Br:1][C:2]1[CH:9]=[CH:8][C:5](/[CH:6]=[CH:13]/[N+:10]([O-:12])=[O:11])=[CH:4][CH:3]=1. (6) Product: [Cl:17][C:8]1[C:7]2[C:12](=[CH:13][C:14]([O:15][CH3:16])=[C:5]([OH:4])[CH:6]=2)[N:11]=[CH:10][N:9]=1. Reactant: C([O:4][C:5]1[CH:6]=[C:7]2[C:12](=[CH:13][C:14]=1[O:15][CH3:16])[N:11]=[CH:10][N:9]=[C:8]2[Cl:17])(=O)C. The catalyst class is: 328. (7) Reactant: [Cl:1][C:2]1[CH:7]=[CH:6][C:5]([C:8]2[C:14]3[CH:15]=[C:16]([O:19][CH3:20])[CH:17]=[CH:18][C:13]=3[N:12]3[C:21]([CH3:24])=[N:22][N:23]=[C:11]3[C@H:10]([CH2:25][C:26]([NH:28][CH2:29][C:30]([OH:32])=O)=[O:27])[N:9]=2)=[CH:4][CH:3]=1.CCN=C=NCCCN(C)C.[C:44]([NH:51][CH2:52][CH2:53][NH2:54])([O:46][C:47]([CH3:50])([CH3:49])[CH3:48])=[O:45].C1C=CC2N(O)N=NC=2C=1. Product: [C:47]([O:46][C:44](=[O:45])[NH:51][CH2:52][CH2:53][NH:54][C:30](=[O:32])[CH2:29][NH:28][C:26](=[O:27])[CH2:25][C@@H:10]1[N:9]=[C:8]([C:5]2[CH:4]=[CH:3][C:2]([Cl:1])=[CH:7][CH:6]=2)[C:14]2[CH:15]=[C:16]([O:19][CH3:20])[CH:17]=[CH:18][C:13]=2[N:12]2[C:21]([CH3:24])=[N:22][N:23]=[C:11]12)([CH3:50])([CH3:48])[CH3:49]. The catalyst class is: 64. (8) Reactant: [OH:1][C:2]1[CH:9]=[CH:8][C:5]([CH:6]=[O:7])=[CH:4][CH:3]=1.C(=O)([O-])[O-].[K+].[K+].[CH2:16]([O:18][C:19](=[O:24])[CH2:20][CH2:21][CH2:22]Br)[CH3:17]. Product: [CH2:16]([O:18][C:19](=[O:24])[CH2:20][CH2:21][CH2:22][O:1][C:2]1[CH:9]=[CH:8][C:5]([CH:6]=[O:7])=[CH:4][CH:3]=1)[CH3:17]. The catalyst class is: 9. (9) Reactant: [F:1][C:2]([F:23])([F:22])[C:3]1[CH:4]=[C:5]([NH:9][C:10]2[O:14][C:13]([C:15]3[CH:20]=[CH:19][CH:18]=[CH:17][C:16]=3[OH:21])=[N:12][N:11]=2)[CH:6]=[CH:7][CH:8]=1.Cl[CH2:25][C:26]1[C:35]2[C:30](=[CH:31][CH:32]=[CH:33][CH:34]=2)[N:29]=[CH:28][CH:27]=1.C(=O)([O-])[O-].[K+].[K+]. Product: [N:29]1[C:30]2[C:35](=[CH:34][CH:33]=[CH:32][CH:31]=2)[C:26]([CH2:25][O:21][C:16]2[CH:17]=[CH:18][CH:19]=[CH:20][C:15]=2[C:13]2[O:14][C:10]([NH:9][C:5]3[CH:6]=[CH:7][CH:8]=[C:3]([C:2]([F:22])([F:1])[F:23])[CH:4]=3)=[N:11][N:12]=2)=[CH:27][CH:28]=1. The catalyst class is: 42.